Predict the reaction yield, written as a fraction of the theoretical maximum amount of product (1.0 means a 100% yield; for example, 0.34 means a 34% yield). From a dataset of Reaction yield outcomes from USPTO patents with 853,638 reactions. (1) The reactants are ClC(Cl)(Cl)C(Cl)(Cl)Cl.[C:9]([O:13][C:14]([N:16]1[CH2:21][CH2:20][CH:19]([C:22]([NH:24][NH:25][C:26]2[CH:31]=[CH:30][C:29]([F:32])=[CH:28][N:27]=2)=O)[CH2:18][CH2:17]1)=[O:15])([CH3:12])([CH3:11])[CH3:10].C1(P(C2C=CC=CC=2)C2C=CC=CC=2)C=CC=CC=1.C(N(CC)CC)C. The catalyst is C1COCC1. The product is [C:9]([O:13][C:14]([N:16]1[CH2:21][CH2:20][CH:19]([C:22]2[N:27]3[CH:28]=[C:29]([F:32])[CH:30]=[CH:31][C:26]3=[N:25][N:24]=2)[CH2:18][CH2:17]1)=[O:15])([CH3:12])([CH3:11])[CH3:10]. The yield is 0.800. (2) The yield is 0.682. The product is [Br:1][C:2]1[CH:7]=[CH:6][C:5]([O:8][CH2:9][CH2:10][C@@H:11]([CH3:12])[CH2:13][CH2:14][CH:15]=[C:16]([CH3:18])[CH3:17])=[CH:4][CH:3]=1. The catalyst is CC(=O)CC. The reactants are [Br:1][C:2]1[CH:7]=[CH:6][C:5]([OH:8])=[CH:4][CH:3]=1.[CH2:9](Br)[CH2:10][C@H:11]([CH2:13][CH2:14][CH:15]=[C:16]([CH3:18])[CH3:17])[CH3:12].C(=O)([O-])[O-].[K+].[K+]. (3) The reactants are [CH3:1][O:2][C:3]1[CH:4]=[CH:5][CH:6]=[C:7]2[C:12]=1[CH2:11][C@@H:10](N)[CH2:9][CH2:8]2.C=O.[C:16](O)(=O)C.[C:20]([BH3-])#[N:21].[Na+]. The catalyst is CO. The product is [CH3:1][O:2][C:3]1[CH:4]=[CH:5][CH:6]=[C:7]2[C:12]=1[CH2:11][C@@H:10]([N:21]([CH3:20])[CH3:16])[CH2:9][CH2:8]2. The yield is 0.960. (4) The reactants are [C:1]([O:5][C:6]([C:8]1[CH:9]=[C:10]([C:14]2[C:19]([CH3:20])=[CH:18][CH:17]=[CH:16][N+:15]=2[O-])[CH:11]=[CH:12][CH:13]=1)=[O:7])([CH3:4])([CH3:3])[CH3:2].[N:22]1C=CC=CC=1.CS(OS(C)(=O)=O)(=O)=O.C(CN)O. The catalyst is CC#N.O. The product is [C:1]([O:5][C:6](=[O:7])[C:8]1[CH:13]=[CH:12][CH:11]=[C:10]([C:14]2[C:19]([CH3:20])=[CH:18][CH:17]=[C:16]([NH2:22])[N:15]=2)[CH:9]=1)([CH3:4])([CH3:3])[CH3:2]. The yield is 0.530. (5) The reactants are [CH3:1][O:2][C:3]1[CH:4]=[C:5]([CH2:9][C:10]([C:12]2[CH:17]=[CH:16][CH:15]=[CH:14][CH:13]=2)=O)[CH:6]=[CH:7][CH:8]=1.[CH2:18]([O:20][C:21]1[CH:22]=[C:23]([CH:26]=[C:27]([N+:30]([O-:32])=[O:31])[C:28]=1[OH:29])[CH:24]=O)[CH3:19].[NH2:33][C:34]([NH2:36])=[O:35].Cl. The catalyst is C(O)C. The product is [CH2:18]([O:20][C:21]1[CH:22]=[C:23]([CH:24]2[C:9]([C:5]3[CH:6]=[CH:7][CH:8]=[C:3]([O:2][CH3:1])[CH:4]=3)=[C:10]([C:12]3[CH:17]=[CH:16][CH:15]=[CH:14][CH:13]=3)[NH:36][C:34](=[O:35])[NH:33]2)[CH:26]=[C:27]([N+:30]([O-:32])=[O:31])[C:28]=1[OH:29])[CH3:19]. The yield is 0.0250. (6) The reactants are [CH3:1][O:2][C:3]1[CH:4]=[C:5]2[C:10](=O)[O:9][C:7](=[O:8])[C:6]2=[CH:12][CH:13]=1.C([NH2:16])=O. No catalyst specified. The product is [CH3:1][O:2][C:3]1[CH:4]=[C:5]2[C:10](=[O:9])[NH:16][C:7](=[O:8])[C:6]2=[CH:12][CH:13]=1. The yield is 0.770. (7) The reactants are [Br:1][C:2]1[N:7]2[N:8]=[C:9]([NH2:11])[N:10]=[C:6]2[CH:5]=[CH:4][CH:3]=1.I[C:13]1[CH:20]=[CH:19][C:16]([C:17]#[N:18])=[CH:15][CH:14]=1.C(=O)([O-])[O-].[Cs+].[Cs+].C1(P(C2C=CC=CC=2)C2C3OC4C(=CC=CC=4P(C4C=CC=CC=4)C4C=CC=CC=4)C(C)(C)C=3C=CC=2)C=CC=CC=1.O.[Cl-].[Na+].O. The product is [Br:1][C:2]1[N:7]2[N:8]=[C:9]([NH:11][C:13]3[CH:20]=[CH:19][C:16]([C:17]#[N:18])=[CH:15][CH:14]=3)[N:10]=[C:6]2[CH:5]=[CH:4][CH:3]=1. The catalyst is O1CCOCC1. The yield is 0.200. (8) The reactants are O[Li].O.[OH:4][C:5]1[CH:6]=[C:7]2[C:11](=[CH:12][CH:13]=1)[N:10]([CH3:14])[CH:9]=[C:8]2[CH2:15][C:16]([O:18]C)=[O:17]. The yield is 0.830. The product is [OH:4][C:5]1[CH:6]=[C:7]2[C:11](=[CH:12][CH:13]=1)[N:10]([CH3:14])[CH:9]=[C:8]2[CH2:15][C:16]([OH:18])=[O:17]. The catalyst is C1COCC1.O. (9) The reactants are C([N:8]1[CH2:31][CH2:30][C@@:15]23[C:16]4[CH:17]=[C:18]([O:23][C:24](=[O:29])[C:25]([CH3:28])([CH3:27])[CH3:26])[CH:19]=[CH:20][C:21]=4[CH2:22][C@@H:9]1[C@@H:10]2[CH2:11][CH2:12][CH2:13][CH2:14]3)(OC(C)(C)C)=O.O1CCOCC1.Cl.[CH3:39][S:40](Cl)(=[O:42])=[O:41]. The catalyst is C(Cl)Cl. The product is [CH3:39][S:40]([N:8]1[CH2:31][CH2:30][C@@:15]23[C:16]4[CH:17]=[C:18]([O:23][C:24](=[O:29])[C:25]([CH3:28])([CH3:27])[CH3:26])[CH:19]=[CH:20][C:21]=4[CH2:22][C@@H:9]1[C@@H:10]2[CH2:11][CH2:12][CH2:13][CH2:14]3)(=[O:42])=[O:41]. The yield is 0.820.